Dataset: Catalyst prediction with 721,799 reactions and 888 catalyst types from USPTO. Task: Predict which catalyst facilitates the given reaction. (1) Reactant: [NH2:1][CH:2]([CH:10]([OH:27])[CH2:11][CH:12]([S:18]([C:21]1[CH:26]=[CH:25][CH:24]=[CH:23][CH:22]=1)(=[O:20])=[O:19])[CH2:13][CH2:14][CH:15]([CH3:17])[CH3:16])[CH2:3][C:4]1[CH:9]=[CH:8][CH:7]=[CH:6][CH:5]=1.[N:28]1[C:37]2[C:32](=[CH:33][CH:34]=[CH:35][CH:36]=2)[N:31]=[CH:30][C:29]=1[C:38](O)=[O:39].CN1CCOCC1. Product: [C:21]1([S:18]([CH:12]([CH2:13][CH2:14][CH:15]([CH3:17])[CH3:16])[CH2:11][CH:10]([OH:27])[CH:2]([NH:1][C:38]([C:29]2[CH:30]=[N:31][C:32]3[C:37](=[CH:36][CH:35]=[CH:34][CH:33]=3)[N:28]=2)=[O:39])[CH2:3][C:4]2[CH:5]=[CH:6][CH:7]=[CH:8][CH:9]=2)(=[O:20])=[O:19])[CH:22]=[CH:23][CH:24]=[CH:25][CH:26]=1. The catalyst class is: 2. (2) Reactant: [F:1][C:2]([F:7])([F:6])[C:3]([O-:5])=[O:4].[NH2:8][C:9]([C:11]1[C:19]2[C:15](=[C:16](F)[N:17]([CH:20]3[CH2:24][CH2:23][NH2+:22][CH2:21]3)[N:18]=2)[CH:14]=CC=1)=[O:10].[CH3:26]C(O)=O.C=O. Product: [F:1][C:2]([F:7])([F:6])[C:3]([O-:5])=[O:4].[NH2:8][C:9]([C:11]1[C:19]2[C:15](=[CH:16][N:17]([CH:20]3[CH2:24][CH2:23][NH+:22]([CH3:26])[CH2:21]3)[N:18]=2)[CH:14]=[C:2]([F:7])[CH:3]=1)=[O:10]. The catalyst class is: 5. (3) Reactant: [Cl:1][C:2]1[CH:7]=[CH:6][C:5]([C:8]2[C:13](=[O:14])[NH:12][N:11]3[C:15](=[O:26])[N:16]([CH2:18][O:19][CH2:20][CH2:21][Si:22]([CH3:25])([CH3:24])[CH3:23])[N:17]=[C:10]3[C:9]=2[C:27]2[CH:32]=[CH:31][C:30]([Cl:33])=[CH:29][CH:28]=2)=[CH:4][CH:3]=1.[F:34][C:35]([F:45])([F:44])[C:36]1[CH:43]=[CH:42][C:39]([CH2:40]Br)=[CH:38][CH:37]=1.C([O-])([O-])=O.[K+].[K+]. Product: [F:34][C:35]([F:44])([F:45])[C:36]1[CH:43]=[CH:42][C:39]([CH2:40][N:12]2[C:13](=[O:14])[C:8]([C:5]3[CH:4]=[CH:3][C:2]([Cl:1])=[CH:7][CH:6]=3)=[C:9]([C:27]3[CH:28]=[CH:29][C:30]([Cl:33])=[CH:31][CH:32]=3)[C:10]3=[N:17][N:16]([CH2:18][O:19][CH2:20][CH2:21][Si:22]([CH3:25])([CH3:24])[CH3:23])[C:15](=[O:26])[N:11]23)=[CH:38][CH:37]=1. The catalyst class is: 39. (4) Reactant: ClC(Cl)(O[C:5](=[O:11])OC(Cl)(Cl)Cl)Cl.[F:13][C:14]1[CH:19]=[C:18]([F:20])[CH:17]=[CH:16][C:15]=1[C:21]1[N:29]=[C:28]([NH:30][C:31]2[C:36]([F:37])=[CH:35][CH:34]=[CH:33][C:32]=2[F:38])[CH:27]=[CH:26][C:22]=1[C:23](O)=[O:24].C([N:42](C(C)C)CC)(C)C.[NH3:48]. Product: [F:13][C:14]1[CH:19]=[C:18]([F:20])[CH:17]=[CH:16][C:15]=1[C:21]1[N:29]=[C:28]([N:30]([C:31]2[C:36]([F:37])=[CH:35][CH:34]=[CH:33][C:32]=2[F:38])[C:5]([NH2:42])=[O:11])[CH:27]=[CH:26][C:22]=1[C:23]([NH2:48])=[O:24]. The catalyst class is: 1.